This data is from Peptide-MHC class II binding affinity with 134,281 pairs from IEDB. The task is: Regression. Given a peptide amino acid sequence and an MHC pseudo amino acid sequence, predict their binding affinity value. This is MHC class II binding data. (1) The peptide sequence is RLKGESRKTFVELMR. The MHC is DRB4_0101 with pseudo-sequence DRB4_0103. The binding affinity (normalized) is 0.213. (2) The peptide sequence is NDVSTYASGKVWGQK. The MHC is HLA-DQA10101-DQB10501 with pseudo-sequence HLA-DQA10101-DQB10501. The binding affinity (normalized) is 0.